Predict which catalyst facilitates the given reaction. From a dataset of Catalyst prediction with 721,799 reactions and 888 catalyst types from USPTO. (1) The catalyst class is: 5. Reactant: [CH3:1][CH:2]1[CH2:7][CH:6]([CH3:8])[CH2:5][N:4]([C:9]2[N:14]=[C:13]([CH3:15])[C:12]([CH:16]([CH2:21][CH2:22][CH3:23])[C:17]([O:19]C)=[O:18])=[C:11]([C:24]3[CH:29]=[CH:28][C:27]([CH3:30])=[CH:26][CH:25]=3)[N:10]=2)[CH2:3]1.[OH-].[Na+]. Product: [CH3:1][CH:2]1[CH2:7][CH:6]([CH3:8])[CH2:5][N:4]([C:9]2[N:14]=[C:13]([CH3:15])[C:12]([CH:16]([CH2:21][CH2:22][CH3:23])[C:17]([OH:19])=[O:18])=[C:11]([C:24]3[CH:25]=[CH:26][C:27]([CH3:30])=[CH:28][CH:29]=3)[N:10]=2)[CH2:3]1. (2) Reactant: C(O[C:4]([C:6]1[O:10][N:9]=[C:8]([C:11]2[N:16]=[C:15]([NH2:17])[N:14]=[C:13]([N:18]([CH3:25])[C:19]3[CH:24]=[CH:23][CH:22]=[CH:21][CH:20]=3)[N:12]=2)[N:7]=1)=[O:5])C.[CH2:26]([NH2:33])[C:27]1[CH:32]=[CH:31][CH:30]=[CH:29][CH:28]=1. Product: [CH2:26]([NH:33][C:4]([C:6]1[O:10][N:9]=[C:8]([C:11]2[N:16]=[C:15]([NH2:17])[N:14]=[C:13]([N:18]([CH3:25])[C:19]3[CH:24]=[CH:23][CH:22]=[CH:21][CH:20]=3)[N:12]=2)[N:7]=1)=[O:5])[C:27]1[CH:32]=[CH:31][CH:30]=[CH:29][CH:28]=1. The catalyst class is: 8.